Dataset: Forward reaction prediction with 1.9M reactions from USPTO patents (1976-2016). Task: Predict the product of the given reaction. (1) The product is: [Cl:18][C:15]1[CH:16]=[CH:17][C:12]([NH:11][S:8]([C:5]2[CH:6]=[CH:7][C:2]([N:84]3[CH2:89][CH2:88][O:87][CH2:86][CH2:85]3)=[C:3]([F:28])[CH:4]=2)(=[O:10])=[O:9])=[C:13]([C:19]([C:21]2[CH:22]=[N:23][C:24]([CH3:27])=[CH:25][CH:26]=2)=[O:20])[CH:14]=1. Given the reactants Br[C:2]1[CH:7]=[CH:6][C:5]([S:8]([NH:11][C:12]2[CH:17]=[CH:16][C:15]([Cl:18])=[CH:14][C:13]=2[C:19]([C:21]2[CH:22]=[N:23][C:24]([CH3:27])=[CH:25][CH:26]=2)=[O:20])(=[O:10])=[O:9])=[CH:4][C:3]=1[F:28].O.[O-]P([O-])([O-])=O.[K+].[K+].[K+].C1(P(C2C=CC=CC=2)C2C=CC3C(=CC=CC=3)C=2C2C3C(=CC=CC=3)C=CC=2P(C2C=CC=CC=2)C2C=CC=CC=2)C=CC=CC=1.[NH:84]1[CH2:89][CH2:88][O:87][CH2:86][CH2:85]1, predict the reaction product. (2) Given the reactants N(C1N=NC(C2C=CC=CC=2)=CN=1)N.[NH:15]([C:17]1[N:18]=[N:19][C:20]([C:23]2[C:24]([CH2:28][CH2:29][CH3:30])=[N:25][NH:26][CH:27]=2)=[CH:21][N:22]=1)[NH2:16].N1C2C(=CC(CC(O)=O)=CC=2)C=CC=1.[NH:45]1[C:53]2[C:48](=[CH:49][CH:50]=[CH:51][CH:52]=2)[C:47]([CH2:54][C:55](O)=[O:56])=[CH:46]1, predict the reaction product. The product is: [CH2:28]([C:24]1[C:23]([C:20]2[N:19]=[N:18][C:17]([NH:15][NH:16][C:55](=[O:56])[CH2:54][C:47]3[C:48]4[C:53](=[CH:52][CH:51]=[CH:50][CH:49]=4)[NH:45][CH:46]=3)=[N:22][CH:21]=2)=[CH:27][NH:26][N:25]=1)[CH2:29][CH3:30]. (3) Given the reactants [ClH:1].[CH2:2]1[C:11]2[C:6](=[CH:7][CH:8]=[CH:9][CH:10]=2)[CH2:5][CH2:4][N:3]1[S:12]([CH2:15][CH:16]([N:23]([OH:26])[CH:24]=[O:25])[C:17]1[CH:18]=[N:19][CH:20]=[CH:21][CH:22]=1)(=[O:14])=[O:13], predict the reaction product. The product is: [ClH:1].[CH2:2]1[C:11]2[C:6](=[CH:7][CH:8]=[CH:9][CH:10]=2)[CH2:5][CH2:4][N:3]1[S:12]([CH2:15][CH:16]([N:23]([OH:26])[CH:24]=[O:25])[C:17]1[CH:18]=[N:19][CH:20]=[CH:21][CH:22]=1)(=[O:13])=[O:14]. (4) Given the reactants [CH:1]1([C:4]2[O:5][C:6]([C:9]3[CH:10]=[C:11]4[C:15](=[CH:16][CH:17]=3)[N:14]([S:18]([C:21]3[CH:27]=[CH:26][C:24]([CH3:25])=[CH:23][CH:22]=3)(=[O:20])=[O:19])[CH:13]=[C:12]4I)=[N:7][N:8]=2)[CH2:3][CH2:2]1.[B:29]1([B:29]2[O:33][C:32]([CH3:35])([CH3:34])[C:31]([CH3:37])([CH3:36])[O:30]2)[O:33][C:32]([CH3:35])([CH3:34])[C:31]([CH3:37])([CH3:36])[O:30]1.C([O-])(=O)C.[K+].C(Cl)Cl, predict the reaction product. The product is: [CH:1]1([C:4]2[O:5][C:6]([C:9]3[CH:10]=[C:11]4[C:15](=[CH:16][CH:17]=3)[N:14]([S:18]([C:21]3[CH:27]=[CH:26][C:24]([CH3:25])=[CH:23][CH:22]=3)(=[O:20])=[O:19])[CH:13]=[C:12]4[B:29]3[O:33][C:32]([CH3:35])([CH3:34])[C:31]([CH3:37])([CH3:36])[O:30]3)=[N:7][N:8]=2)[CH2:3][CH2:2]1. (5) Given the reactants Cl[C:2]1[CH:3]=[C:4]2[N:11]([CH3:12])[C@H:10]([CH3:13])[CH2:9][N:5]2[C:6](=[O:8])[N:7]=1.[F:14][C:15]1[CH:22]=[CH:21][C:20]([CH2:23][OH:24])=[CH:19][C:16]=1[C:17]#[N:18], predict the reaction product. The product is: [CH3:12][N:11]1[C:4]2[N:5]([C:6](=[O:8])[N:7]=[C:2]([O:24][CH2:23][C:20]3[CH:21]=[CH:22][C:15]([F:14])=[C:16]([CH:19]=3)[C:17]#[N:18])[CH:3]=2)[CH2:9][C@H:10]1[CH3:13]. (6) Given the reactants [NH2:1][C:2]1[S:22][C:5]2=[N:6][C:7]([CH3:21])=[CH:8][C:9]([NH:10][S:11]([C:14]3[CH:19]=[CH:18][CH:17]=[C:16]([Cl:20])[CH:15]=3)(=[O:13])=[O:12])=[C:4]2[C:3]=1[C:23]1[CH:28]=[CH:27][CH:26]=[C:25]([O:29][CH3:30])[CH:24]=1.C(N(CC)CC)C.[C:38](Cl)(=[O:40])[CH3:39].C([O-])(O)=O.[Na+], predict the reaction product. The product is: [Cl:20][C:16]1[CH:15]=[C:14]([S:11]([NH:10][C:9]2[CH:8]=[C:7]([CH3:21])[N:6]=[C:5]3[S:22][C:2]([NH:1][C:38](=[O:40])[CH3:39])=[C:3]([C:23]4[CH:28]=[CH:27][CH:26]=[C:25]([O:29][CH3:30])[CH:24]=4)[C:4]=23)(=[O:12])=[O:13])[CH:19]=[CH:18][CH:17]=1. (7) Given the reactants [NH2:1][C:2]1[CH:3]=[CH:4][C:5]([O:19][C:20]2[CH:25]=[CH:24][C:23]([Cl:26])=[CH:22][CH:21]=2)=[C:6]([C:8]2[C:9]([O:16][CH2:17][CH3:18])=[CH:10][C:11](=[O:15])[N:12]([CH3:14])[CH:13]=2)[CH:7]=1.[CH2:27]([S:29](Cl)(=[O:31])=[O:30])[CH3:28].C(N(CC)CC)C, predict the reaction product. The product is: [Cl:26][C:23]1[CH:22]=[CH:21][C:20]([O:19][C:5]2[CH:4]=[CH:3][C:2]([NH:1][S:29]([CH2:27][CH3:28])(=[O:31])=[O:30])=[CH:7][C:6]=2[C:8]2[C:9]([O:16][CH2:17][CH3:18])=[CH:10][C:11](=[O:15])[N:12]([CH3:14])[CH:13]=2)=[CH:25][CH:24]=1. (8) Given the reactants FC(F)(F)[C:3]([N:5](C)[CH2:6][C:7]1([CH2:11][N:12]2[CH:16]=[C:15]([NH:17][C:18]3[N:23]=[C:22]4[N:24]([CH2:27][C:28]5[CH:33]=[CH:32][CH:31]=[C:30]([N:34]6[CH2:39][CH2:38][O:37][CH2:36][CH2:35]6)[CH:29]=5)[N:25]=[CH:26][C:21]4=[CH:20][N:19]=3)[CH:14]=[N:13]2)[CH2:10][O:9][CH2:8]1)=O.C([O-])([O-])=O.[K+].[K+], predict the reaction product. The product is: [CH3:3][NH:5][CH2:6][C:7]1([CH2:11][N:12]2[CH:16]=[C:15]([NH:17][C:18]3[N:23]=[C:22]4[N:24]([CH2:27][C:28]5[CH:33]=[CH:32][CH:31]=[C:30]([N:34]6[CH2:39][CH2:38][O:37][CH2:36][CH2:35]6)[CH:29]=5)[N:25]=[CH:26][C:21]4=[CH:20][N:19]=3)[CH:14]=[N:13]2)[CH2:8][O:9][CH2:10]1. (9) Given the reactants [CH3:1][CH:2]([NH:9][C:10]1[N:18]=[CH:17][C:16]([F:19])=[CH:15][C:11]=1[C:12]([OH:14])=O)[CH2:3][CH2:4][CH2:5][CH:6]([CH3:8])[CH3:7].C(N(CC)CC)C.[NH2:27][CH:28]1[CH2:33][CH2:32][CH:31]([NH:34][C:35]([C:37]2[N:38]=[C:39]3[CH:44]=[CH:43][C:42]([F:45])=[CH:41][N:40]3[CH:46]=2)=[O:36])[CH2:30][CH2:29]1, predict the reaction product. The product is: [CH3:1][CH:2]([NH:9][C:10]1[C:11]([C:12]([NH:27][C@@H:28]2[CH2:33][CH2:32][C@H:31]([NH:34][C:35]([C:37]3[N:38]=[C:39]4[CH:44]=[CH:43][C:42]([F:45])=[CH:41][N:40]4[CH:46]=3)=[O:36])[CH2:30][CH2:29]2)=[O:14])=[CH:15][C:16]([F:19])=[CH:17][N:18]=1)[CH2:3][CH2:4][CH2:5][CH:6]([CH3:7])[CH3:8]. (10) Given the reactants [CH3:1][S:2][C:3]1[CH:10]=[CH:9][C:6]([CH:7]=O)=[CH:5][CH:4]=1.[CH:11]([C:14]1[CH:20]=[CH:19][C:17]([NH2:18])=[CH:16][CH:15]=1)([CH3:13])[CH3:12], predict the reaction product. The product is: [CH:11]([C:14]1[CH:20]=[CH:19][C:17]([NH:18][CH2:7][C:6]2[CH:9]=[CH:10][C:3]([S:2][CH3:1])=[CH:4][CH:5]=2)=[CH:16][CH:15]=1)([CH3:13])[CH3:12].